This data is from Catalyst prediction with 721,799 reactions and 888 catalyst types from USPTO. The task is: Predict which catalyst facilitates the given reaction. (1) Reactant: F[C:2]1[CH:9]=[C:8]([F:10])[CH:7]=[C:6]([F:11])[C:3]=1[C:4]#[N:5].[OH:12][C:13]1[CH:14]=[C:15]([NH:19][S:20]([N:23]([CH3:25])[CH3:24])(=[O:22])=[O:21])[CH:16]=[CH:17][CH:18]=1.[H-].[Na+]. Product: [C:4]([C:3]1[C:6]([F:11])=[CH:7][C:8]([F:10])=[CH:9][C:2]=1[O:12][C:13]1[CH:14]=[C:15]([NH:19][S:20]([N:23]([CH3:25])[CH3:24])(=[O:21])=[O:22])[CH:16]=[CH:17][CH:18]=1)#[N:5]. The catalyst class is: 1. (2) Reactant: [CH2:1]([O:3][C:4](=[O:14])[C@H:5]([CH2:7][C:8]1[CH:13]=[CH:12][CH:11]=[CH:10][CH:9]=1)[NH2:6])[CH3:2].[C:15](=[O:18])([O-])O.[Na+].ClC(Cl)(OC(=O)OC(Cl)(Cl)Cl)Cl. Product: [N-:6]=[C:15]=[O:18].[CH2:1]([O:3][C:4](=[O:14])[C@H:5]([CH2:7][C:8]1[CH:13]=[CH:12][CH:11]=[CH:10][CH:9]=1)[NH2:6])[CH3:2]. The catalyst class is: 4.